Dataset: Forward reaction prediction with 1.9M reactions from USPTO patents (1976-2016). Task: Predict the product of the given reaction. (1) Given the reactants [CH:1]1[C:6]2[S:7][C:8]3[C:9]4[C:14]([N:15]=[C:16]5[C:21]=3[CH:20]=[CH:19][CH:18]=[CH:17]5)=[CH:13][CH:12]=[CH:11][C:10]=4[C:5]=2[C:4]([NH:22][C:23](=[O:25])[CH3:24])=[CH:3][CH:2]=1.[CH3:26][I:27], predict the reaction product. The product is: [I-:27].[C:23]([NH:22][C:4]1[C:5]2[C:10]3[CH:11]=[CH:12][CH:13]=[C:14]4[N+:15]([CH3:26])=[C:16]5[C:21]([CH:20]=[CH:19][CH:18]=[CH:17]5)=[C:8]([C:9]=34)[S:7][C:6]=2[CH:1]=[CH:2][CH:3]=1)(=[O:25])[CH3:24]. (2) The product is: [CH2:1]([O:3][C:4](=[O:12])[CH2:5][N:6]1[CH:10]=[CH:9][C:8]([NH:11][C:19]([C:17]2[S:18][C:14]([Cl:13])=[CH:15][CH:16]=2)=[O:20])=[N:7]1)[CH3:2]. Given the reactants [CH2:1]([O:3][C:4](=[O:12])[CH2:5][N:6]1[CH:10]=[CH:9][C:8]([NH2:11])=[N:7]1)[CH3:2].[Cl:13][C:14]1[S:18][C:17]([C:19](O)=[O:20])=[CH:16][CH:15]=1, predict the reaction product. (3) Given the reactants S(=O)(=O)(O)O.[CH:6]1([NH:11][C:12]2[N:17]=[C:16]([C:18]3[C:19]([CH:27]([C:29]4[CH:34]=[CH:33][CH:32]=[CH:31][CH:30]=4)O)=[N:20][N:21]4[CH:26]=[CH:25][CH:24]=[CH:23][C:22]=34)[CH:15]=[CH:14][N:13]=2)[CH2:10][CH2:9][CH2:8][CH2:7]1.[H][H], predict the reaction product. The product is: [CH2:27]([C:19]1[C:18]([C:16]2[CH:15]=[CH:14][N:13]=[C:12]([NH:11][CH:6]3[CH2:7][CH2:8][CH2:9][CH2:10]3)[N:17]=2)=[C:22]2[CH:23]=[CH:24][CH:25]=[CH:26][N:21]2[N:20]=1)[C:29]1[CH:30]=[CH:31][CH:32]=[CH:33][CH:34]=1. (4) The product is: [CH2:1]([N:8]([CH2:17][C:18]1[CH:19]=[CH:20][CH:21]=[CH:22][CH:23]=1)[C:9]1[CH:10]=[CH:11][C:12]([CH2:15][N:25]([CH3:24])[CH2:26][CH2:27][OH:28])=[N:13][CH:14]=1)[C:2]1[CH:7]=[CH:6][CH:5]=[CH:4][CH:3]=1. Given the reactants [CH2:1]([N:8]([CH2:17][C:18]1[CH:23]=[CH:22][CH:21]=[CH:20][CH:19]=1)[C:9]1[CH:10]=[CH:11][C:12]([CH:15]=O)=[N:13][CH:14]=1)[C:2]1[CH:7]=[CH:6][CH:5]=[CH:4][CH:3]=1.[CH3:24][NH:25][CH2:26][CH2:27][OH:28].[BH-](OC(C)=O)(OC(C)=O)OC(C)=O.[Na+].C([O-])(O)=O.[Na+], predict the reaction product. (5) Given the reactants [OH-].[K+].[Cl:3][C:4]1[C:5]([NH:25][C:26](=[O:38])[CH2:27][C:28]23[CH2:37][CH:32]4[CH2:33][CH:34]([CH2:36][CH:30]([CH2:31]4)[CH2:29]2)[CH2:35]3)=[C:6]2[C:11](=[CH:12][CH:13]=1)[N:10]=[C:9]([N:14]1[CH2:19][CH2:18][CH:17]([C:20]([O:22]CC)=[O:21])[CH2:16][CH2:15]1)[CH:8]=[CH:7]2.Cl, predict the reaction product. The product is: [Cl:3][C:4]1[C:5]([NH:25][C:26](=[O:38])[CH2:27][C:28]23[CH2:29][CH:30]4[CH2:31][CH:32]([CH2:33][CH:34]([CH2:36]4)[CH2:35]2)[CH2:37]3)=[C:6]2[C:11](=[CH:12][CH:13]=1)[N:10]=[C:9]([N:14]1[CH2:15][CH2:16][CH:17]([C:20]([OH:22])=[O:21])[CH2:18][CH2:19]1)[CH:8]=[CH:7]2.